The task is: Predict the reactants needed to synthesize the given product.. This data is from Full USPTO retrosynthesis dataset with 1.9M reactions from patents (1976-2016). (1) Given the product [CH3:1][O:2][CH2:3][CH2:4][O:5][CH:8]([CH3:9])[C:7]([OH:11])=[O:10], predict the reactants needed to synthesize it. The reactants are: [CH3:1][O:2][CH2:3][CH2:4][OH:5].[Na].[C:7]([O:11]CC)(=[O:10])[CH:8]=[CH2:9]. (2) Given the product [C:42]([O:41][C@@H:36]([C:12]1[C:13]([CH3:35])=[CH:14][C:15]2[N:16]([CH:17]=[C:18]([C:20]3[CH:25]=[CH:24][CH:23]=[C:22]([C:26]4[C:31]([O:32][C@H:56]([CH2:51][CH:52]=[CH2:53])[CH3:55])=[CH:30][C:29]([CH3:33])=[CH:28][C:27]=4[F:34])[CH:21]=3)[N:19]=2)[C:11]=1[N:8]1[CH2:7][CH2:6][C:5]([CH3:46])([O:4][CH2:1][CH:2]=[CH2:3])[CH2:10][CH2:9]1)[C:37]([O:39][CH3:40])=[O:38])([CH3:45])([CH3:44])[CH3:43], predict the reactants needed to synthesize it. The reactants are: [CH2:1]([O:4][C:5]1([CH3:46])[CH2:10][CH2:9][N:8]([C:11]2[N:16]3[CH:17]=[C:18]([C:20]4[CH:21]=[C:22]([C:26]5[C:31]([OH:32])=[CH:30][C:29]([CH3:33])=[CH:28][C:27]=5[F:34])[CH:23]=[CH:24][CH:25]=4)[N:19]=[C:15]3[CH:14]=[C:13]([CH3:35])[C:12]=2[C@H:36]([O:41][C:42]([CH3:45])([CH3:44])[CH3:43])[C:37]([O:39][CH3:40])=[O:38])[CH2:7][CH2:6]1)[CH:2]=[CH2:3].C(O[C:51]1(C)[CH2:56][CH2:55]N(C2N3C=C(C4C=C(C5C=C(C)C=CC=5O[C@H](CC=C)C)C=CC=4)N=C3C=C(C)C=2[C@H](OC(C)(C)C)C(OC)=O)[CH2:53][CH2:52]1)C=C. (3) Given the product [CH3:1][O:2][C:3]1[C:11]2[N:10]=[C:9]([C:12]([F:15])([F:13])[F:14])[NH:8][C:7]=2[C:6]([C:16]2[CH:17]([CH3:22])[CH2:18][C:19](=[O:21])[NH:25][N:26]=2)=[CH:5][CH:4]=1, predict the reactants needed to synthesize it. The reactants are: [CH3:1][O:2][C:3]1[C:11]2[N:10]=[C:9]([C:12]([F:15])([F:14])[F:13])[NH:8][C:7]=2[C:6]([C:16](=O)[CH:17]([CH3:22])[CH2:18][C:19]([OH:21])=O)=[CH:5][CH:4]=1.O.[NH2:25][NH2:26]. (4) Given the product [ClH:23].[ClH:23].[NH2:14][C@@H:11]([CH2:12][CH3:13])[CH:10]([C:2]1[O:1][C:5]2[CH:6]=[CH:7][CH:8]=[CH:9][C:4]=2[N:3]=1)[OH:22], predict the reactants needed to synthesize it. The reactants are: [O:1]1[C:5]2[CH:6]=[CH:7][CH:8]=[CH:9][C:4]=2[N:3]=[C:2]1[CH:10]([OH:22])[C@@H:11]([NH:14]C(=O)OC(C)(C)C)[CH2:12][CH3:13].[ClH:23].